From a dataset of Retrosynthesis with 50K atom-mapped reactions and 10 reaction types from USPTO. Predict the reactants needed to synthesize the given product. (1) The reactants are: Cc1ccnc(N2CCNCC2)n1.O=CCCCOc1ccc2c(n1)NC(=O)CC2. Given the product Cc1ccnc(N2CCN(CCCCOc3ccc4c(n3)NC(=O)CC4)CC2)n1, predict the reactants needed to synthesize it. (2) Given the product O=C(O)C1C=Nc2c(cccc2[N+](=O)[O-])C1=O, predict the reactants needed to synthesize it. The reactants are: CCOC(=O)C1C=Nc2c(cccc2[N+](=O)[O-])C1=O. (3) Given the product [O-][n+]1ccccc1Cc1ccc(Cl)cc1, predict the reactants needed to synthesize it. The reactants are: Clc1ccc(Cc2ccccn2)cc1.OO. (4) Given the product COc1cccc(C(O)c2cc(Cl)ccc2N)c1C, predict the reactants needed to synthesize it. The reactants are: COc1cccc(C(=O)c2cc(Cl)ccc2N)c1C. (5) Given the product CCOC(=O)c1cc(C(C)(C)C)nn1CCN(C)C, predict the reactants needed to synthesize it. The reactants are: CCOC(=O)c1cc(C(C)(C)C)n[nH]1.CN(C)CCCl.